Dataset: Full USPTO retrosynthesis dataset with 1.9M reactions from patents (1976-2016). Task: Predict the reactants needed to synthesize the given product. (1) The reactants are: [Br:1][C:2]1[CH:3]=[CH:4][C:5]2[N:6]([C:8]([C:11]([NH:13][C:14]3[CH:19]=[C:18]([C:20]4[N:24]=[C:23]([CH2:25]O)[O:22][N:21]=4)[CH:17]=[CH:16][C:15]=3[CH3:27])=[O:12])=[CH:9][N:10]=2)[CH:7]=1.CCN(C(C)C)C(C)C.CS(Cl)(=O)=O.[NH:42]1[CH2:45][CH:44]([C:46]#[N:47])[CH2:43]1. Given the product [Br:1][C:2]1[CH:3]=[CH:4][C:5]2[N:6]([C:8]([C:11]([NH:13][C:14]3[CH:19]=[C:18]([C:20]4[N:24]=[C:23]([CH2:25][N:42]5[CH2:45][CH:44]([C:46]#[N:47])[CH2:43]5)[O:22][N:21]=4)[CH:17]=[CH:16][C:15]=3[CH3:27])=[O:12])=[CH:9][N:10]=2)[CH:7]=1, predict the reactants needed to synthesize it. (2) Given the product [N:8]([CH2:11][C@H:12]1[O:16][C:15](=[O:17])[N:14]([C:18]2[CH:23]=[CH:22][C:21]([C:24]([OH:26])=[O:25])=[C:20]([F:31])[CH:19]=2)[CH2:13]1)=[N+:9]=[N-:10], predict the reactants needed to synthesize it. The reactants are: C(O)(C(F)(F)F)=O.[N:8]([CH2:11][C@H:12]1[O:16][C:15](=[O:17])[N:14]([C:18]2[CH:23]=[CH:22][C:21]([C:24]([O:26]C(C)(C)C)=[O:25])=[C:20]([F:31])[CH:19]=2)[CH2:13]1)=[N+:9]=[N-:10]. (3) Given the product [CH2:23]([CH:22]([N:18]1[CH2:19][CH2:20][CH2:21][CH:16]([C:14]2[CH:15]=[C:10]([CH:5]([CH2:6][CH:7]([CH3:9])[CH3:8])[C:4]([OH:37])=[O:3])[CH:11]=[C:12]([C:27]3[CH:28]=[CH:29][C:30]([C:33]([F:36])([F:34])[F:35])=[CH:31][CH:32]=3)[CH:13]=2)[CH2:17]1)[CH2:25][CH3:26])[CH3:24], predict the reactants needed to synthesize it. The reactants are: C([O:3][C:4](=[O:37])[CH:5]([C:10]1[CH:11]=[C:12]([C:27]2[CH:32]=[CH:31][C:30]([C:33]([F:36])([F:35])[F:34])=[CH:29][CH:28]=2)[CH:13]=[C:14]([CH:16]2[CH2:21][CH2:20][CH2:19][N:18]([CH:22]([CH2:25][CH3:26])[CH2:23][CH3:24])[CH2:17]2)[CH:15]=1)[CH2:6][CH:7]([CH3:9])[CH3:8])C.[OH-].[K+].